This data is from Peptide-MHC class I binding affinity with 185,985 pairs from IEDB/IMGT. The task is: Regression. Given a peptide amino acid sequence and an MHC pseudo amino acid sequence, predict their binding affinity value. This is MHC class I binding data. The peptide sequence is GQGGSPTAM. The MHC is HLA-B45:01 with pseudo-sequence HLA-B45:01. The binding affinity (normalized) is 0.